From a dataset of Peptide-MHC class II binding affinity with 134,281 pairs from IEDB. Regression. Given a peptide amino acid sequence and an MHC pseudo amino acid sequence, predict their binding affinity value. This is MHC class II binding data. (1) The peptide sequence is GVLAGLAFQEMENFL. The MHC is DRB5_0101 with pseudo-sequence DRB5_0101. The binding affinity (normalized) is 0.536. (2) The MHC is DRB3_0202 with pseudo-sequence DRB3_0202. The peptide sequence is GKNLVFSPGRKNGSF. The binding affinity (normalized) is 0.689. (3) The peptide sequence is VRYTTEGGTKTEAEDVIPEG. The MHC is HLA-DPA10103-DPB10301 with pseudo-sequence HLA-DPA10103-DPB10301. The binding affinity (normalized) is 0.0454. (4) The peptide sequence is YYAIHKASPVLAFPA. The MHC is DRB4_0101 with pseudo-sequence DRB4_0103. The binding affinity (normalized) is 0.812. (5) The peptide sequence is CEHLEDGIYGIFQST. The MHC is HLA-DQA10501-DQB10402 with pseudo-sequence HLA-DQA10501-DQB10402. The binding affinity (normalized) is 0.178.